Task: Predict the product of the given reaction.. Dataset: Forward reaction prediction with 1.9M reactions from USPTO patents (1976-2016) (1) The product is: [O:1]1[CH:5]=[CH:4][C:3]([C:6]2[C:11]([O:12][CH2:14][C:15]([O:17][CH3:18])=[O:16])=[CH:10][CH:9]=[CH:8][N:7]=2)=[CH:2]1. Given the reactants [O:1]1[CH:5]=[CH:4][C:3]([C:6]2[C:11]([OH:12])=[CH:10][CH:9]=[CH:8][N:7]=2)=[CH:2]1.Br[CH2:14][C:15]([O:17][CH3:18])=[O:16].C(=O)([O-])[O-].[Cs+].[Cs+], predict the reaction product. (2) Given the reactants [NH2:1][C:2]1[CH:7]=[CH:6][CH:5]=[CH:4][CH:3]=1.[C:8]1(=[O:13])[O:12][C@H:10]([CH3:11])[CH2:9]1.C([O-])([O-])=O.[K+].[K+], predict the reaction product. The product is: [C:2]1([NH:1][C@@H:10]([CH3:11])[CH2:9][C:8]([OH:13])=[O:12])[CH:7]=[CH:6][CH:5]=[CH:4][CH:3]=1. (3) Given the reactants CO[C:3]([C:5]1[N:6]([CH2:31][CH:32]=[O:33])[CH:7]=[C:8]([C:20](=[O:30])[NH:21][CH2:22][C:23]2[CH:28]=[CH:27][C:26]([F:29])=[CH:25][CH:24]=2)[C:9](=[O:19])[C:10]=1[O:11][CH2:12][C:13]1[CH:18]=[CH:17][CH:16]=[CH:15][CH:14]=1)=[O:4].[NH2:34][C@@H:35]([CH3:38])[CH2:36]O.C(O)(=O)C, predict the reaction product. The product is: [F:29][C:26]1[CH:25]=[CH:24][C:23]([CH2:22][NH:21][C:20]([C:8]2[C:9](=[O:19])[C:10]([O:11][CH2:12][C:13]3[CH:14]=[CH:15][CH:16]=[CH:17][CH:18]=3)=[C:5]3[C:3](=[O:4])[N:34]4[C@@H:35]([CH3:38])[CH2:36][O:33][C@@H:32]4[CH2:31][N:6]3[CH:7]=2)=[O:30])=[CH:28][CH:27]=1. (4) The product is: [O:8]=[C:9]1[N:15]([CH:16]2[CH2:17][CH2:18][N:19]([C:22]([O:24][C@H:25]([CH2:54][C:55]3[CH:60]=[C:59]([C:61]([F:62])([F:63])[F:64])[C:58]([NH2:65])=[C:57]([Cl:66])[CH:56]=3)[C:26]([N:28]3[CH2:29][CH2:30][CH:31]([N:34]4[CH2:39][CH2:38][CH:37]([NH:40][CH2:41][C:42]([O:44][CH2:45][CH3:46])=[O:43])[CH2:36][CH2:35]4)[CH2:32][CH2:33]3)=[O:27])=[O:23])[CH2:20][CH2:21]2)[CH2:14][CH2:13][C:12]2[CH:67]=[CH:68][CH:69]=[CH:70][C:11]=2[NH:10]1. Given the reactants C(O)(C(F)(F)F)=O.[O:8]=[C:9]1[N:15]([CH:16]2[CH2:21][CH2:20][N:19]([C:22]([O:24][C@H:25]([CH2:54][C:55]3[CH:60]=[C:59]([C:61]([F:64])([F:63])[F:62])[C:58]([NH2:65])=[C:57]([Cl:66])[CH:56]=3)[C:26]([N:28]3[CH2:33][CH2:32][CH:31]([N:34]4[CH2:39][CH2:38][CH:37]([N:40](C(OCC)=O)[CH2:41][C:42]([O:44][C:45](C)(C)[CH3:46])=[O:43])[CH2:36][CH2:35]4)[CH2:30][CH2:29]3)=[O:27])=[O:23])[CH2:18][CH2:17]2)[CH2:14][CH2:13][C:12]2[CH:67]=[CH:68][CH:69]=[CH:70][C:11]=2[NH:10]1, predict the reaction product. (5) Given the reactants O[C:2]([CH3:18])([CH3:17])[C:3]#[C:4][C:5]([C:7]1[CH:8]=[CH:9][C:10]([O:15][CH3:16])=[C:11]([CH:14]=1)[C:12]#[N:13])=[O:6].C(NCC)C.C([OH:26])C, predict the reaction product. The product is: [CH3:17][C:2]1([CH3:18])[O:6][C:5]([C:7]2[CH:8]=[CH:9][C:10]([O:15][CH3:16])=[C:11]([CH:14]=2)[C:12]#[N:13])=[CH:4][C:3]1=[O:26].